Dataset: Peptide-MHC class II binding affinity with 134,281 pairs from IEDB. Task: Regression. Given a peptide amino acid sequence and an MHC pseudo amino acid sequence, predict their binding affinity value. This is MHC class II binding data. (1) The peptide sequence is PGKYTAYEGQRVVFI. The MHC is HLA-DPA10201-DPB10101 with pseudo-sequence HLA-DPA10201-DPB10101. The binding affinity (normalized) is 0.613. (2) The peptide sequence is VAAFTEALRIIAGVL. The MHC is DRB1_1501 with pseudo-sequence DRB1_1501. The binding affinity (normalized) is 0.438. (3) The peptide sequence is SDAHKKNLYDHALMS. The MHC is DRB1_0101 with pseudo-sequence DRB1_0101. The binding affinity (normalized) is 0. (4) The peptide sequence is QYIKANSKFIGITE. The MHC is DRB1_0701 with pseudo-sequence DRB1_0701. The binding affinity (normalized) is 0.703. (5) The peptide sequence is LEPVKCDTLLCDIGE. The MHC is HLA-DQA10102-DQB10501 with pseudo-sequence HLA-DQA10102-DQB10501. The binding affinity (normalized) is 0.431. (6) The peptide sequence is GELQIVDKIHAAFKI. The MHC is DRB1_0404 with pseudo-sequence DRB1_0404. The binding affinity (normalized) is 0.530. (7) The peptide sequence is LQFAKLTGFTLMGKG. The MHC is DRB4_0101 with pseudo-sequence DRB4_0103. The binding affinity (normalized) is 0.278.